Dataset: Full USPTO retrosynthesis dataset with 1.9M reactions from patents (1976-2016). Task: Predict the reactants needed to synthesize the given product. (1) Given the product [Cl:31][C:30]1[C:25]([N:23]2[CH:24]=[C:20]([C:18](=[O:19])[CH2:17][N:5]3[N:6]=[N:7][C:3]([C:2]([F:9])([F:8])[F:1])=[N:4]3)[CH:21]=[C:22]2[C:32]([O:34][CH3:35])=[O:33])=[N:26][CH:27]=[CH:28][CH:29]=1, predict the reactants needed to synthesize it. The reactants are: [F:1][C:2]([F:9])([F:8])[C:3]1[N:4]=[N:5][NH:6][N:7]=1.C(=O)([O-])[O-].[K+].[K+].Br[CH2:17][C:18]([C:20]1[CH:21]=[C:22]([C:32]([O:34][CH3:35])=[O:33])[N:23]([C:25]2[C:30]([Cl:31])=[CH:29][CH:28]=[CH:27][N:26]=2)[CH:24]=1)=[O:19]. (2) Given the product [N+:12]([C:9]1[CH:10]=[CH:11][C:6]([N:5]2[C:24]([NH2:26])=[CH:25][C:3]([C:2]([F:17])([F:16])[F:1])=[N:4]2)=[CH:7][CH:8]=1)([O-:14])=[O:13], predict the reactants needed to synthesize it. The reactants are: [F:1][C:2]([F:17])([F:16])[C:3](Cl)=[N:4][NH:5][C:6]1[CH:11]=[CH:10][C:9]([N+:12]([O-:14])=[O:13])=[CH:8][CH:7]=1.NC1NN=NN=1.[CH2:24]([N:26](CC)CC)[CH3:25].C(=O)(O)[O-].[Na+].